Predict which catalyst facilitates the given reaction. From a dataset of Catalyst prediction with 721,799 reactions and 888 catalyst types from USPTO. (1) Reactant: [F:1][CH:2]([F:12])[C:3]1[C:7]([C:8](Cl)=[O:9])=[CH:6][N:5]([CH3:11])[N:4]=1.[Cl:13][C:14]1[CH:15]=[C:16]([C:21]2[CH:26]=[C:25]([F:27])[CH:24]=[CH:23][C:22]=2[NH2:28])[CH:17]=[CH:18][C:19]=1[Cl:20]. Product: [Cl:13][C:14]1[CH:15]=[C:16]([C:21]2[CH:26]=[C:25]([F:27])[CH:24]=[CH:23][C:22]=2[NH:28][C:8]([C:7]2[C:3]([CH:2]([F:12])[F:1])=[N:4][N:5]([CH3:11])[CH:6]=2)=[O:9])[CH:17]=[CH:18][C:19]=1[Cl:20]. The catalyst class is: 11. (2) Reactant: [F:1][C:2]1[CH:19]=[CH:18][C:5]([CH2:6][CH:7]2[CH2:12][CH2:11][N:10]([C:13](=[O:17])[C:14]([OH:16])=O)[CH2:9][CH2:8]2)=[CH:4][CH:3]=1.[F:20][C:21]([F:30])([F:29])[C:22]1[CH:23]=[C:24]([CH:26]=[CH:27][CH:28]=1)[NH2:25]. Product: [F:1][C:2]1[CH:3]=[CH:4][C:5]([CH2:6][CH:7]2[CH2:8][CH2:9][N:10]([C:13](=[O:17])[C:14]([NH:25][C:24]3[CH:26]=[CH:27][CH:28]=[C:22]([C:21]([F:20])([F:29])[F:30])[CH:23]=3)=[O:16])[CH2:11][CH2:12]2)=[CH:18][CH:19]=1. The catalyst class is: 27. (3) Reactant: [CH2:1]([O:5][C:6](=[O:10])[C:7]([CH3:9])=[CH2:8])[CH2:2][CH2:3][CH3:4].[Na].C(OO)(C)(C)C.[CH2:18]=[CH:19][C:20]1[CH:25]=[CH:24][CH:23]=[CH:22][CH:21]=1. Product: [CH2:1]([O:5][C:6](=[O:10])[C:7]([CH3:9])=[CH2:8])[CH2:2][CH2:3][CH3:4].[CH2:18]=[CH:19][C:20]1[CH:25]=[CH:24][CH:23]=[CH:22][CH:21]=1. The catalyst class is: 6. (4) Product: [F:18][C:19]([F:32])([F:31])[S:20]([O:1][C:2]1[CH:3]=[CH:4][CH:5]=[C:6]2[C:11]=1[N:10]=[CH:9][CH:8]=[CH:7]2)(=[O:22])=[O:21]. Reactant: [OH:1][C:2]1[CH:3]=[CH:4][CH:5]=[C:6]2[C:11]=1[N:10]=[CH:9][CH:8]=[CH:7]2.C([O-])([O-])=O.[K+].[K+].[F:18][C:19]([F:32])([F:31])[S:20](O[S:20]([C:19]([F:32])([F:31])[F:18])(=[O:22])=[O:21])(=[O:22])=[O:21]. The catalyst class is: 17. (5) The catalyst class is: 12. Reactant: [Si]([O:8][CH2:9][C:10]([NH:13][C:14]([C:16]1[C:20]2=[N:21][C:22]([C:25]3[C:33]4[C:28](=[CH:29][C:30]([CH3:34])=[CH:31][CH:32]=4)[N:27]([CH2:35][C:36]([N:38]4[CH2:43][CH2:42][O:41][CH2:40][CH2:39]4)=[O:37])[N:26]=3)=[CH:23][N:24]=[C:19]2[N:18](C(C2C=CC=CC=2)(C2C=CC=CC=2)C2C=CC=CC=2)[CH:17]=1)=[O:15])([CH3:12])[CH3:11])(C(C)(C)C)(C)C.[ClH:63]. Product: [ClH:63].[OH:8][CH2:9][C:10]([NH:13][C:14]([C:16]1[C:20]2=[N:21][C:22]([C:25]3[C:33]4[C:28](=[CH:29][C:30]([CH3:34])=[CH:31][CH:32]=4)[N:27]([CH2:35][C:36]([N:38]4[CH2:43][CH2:42][O:41][CH2:40][CH2:39]4)=[O:37])[N:26]=3)=[CH:23][N:24]=[C:19]2[NH:18][CH:17]=1)=[O:15])([CH3:11])[CH3:12]. (6) Reactant: C([O-])(=O)C.[Na+].Cl.[CH3:7][O:8][NH2:9].[CH2:10]=[C:11]([C:25]1[N:30]=[C:29]([C:31](=O)[CH3:32])[CH:28]=[CH:27][CH:26]=1)[CH2:12][CH2:13][O:14]/[N:15]=[C:16](/[C:18]1[CH:23]=[CH:22][CH:21]=[C:20]([CH3:24])[N:19]=1)\[CH3:17]. Product: [CH3:7][O:8]/[N:9]=[C:31](/[C:29]1[CH:28]=[CH:27][CH:26]=[C:25]([C:11](=[CH2:10])[CH2:12][CH2:13][O:14]/[N:15]=[C:16](/[C:18]2[CH:23]=[CH:22][CH:21]=[C:20]([CH3:24])[N:19]=2)\[CH3:17])[N:30]=1)\[CH3:32]. The catalyst class is: 125.